Dataset: Catalyst prediction with 721,799 reactions and 888 catalyst types from USPTO. Task: Predict which catalyst facilitates the given reaction. (1) Reactant: [Cl:1][C:2]1[CH:7]=[CH:6][C:5]([C:8]2[C:9]([C:20]3[CH:25]=[CH:24][CH:23]=[CH:22][C:21]=3[Cl:26])=[N:10][N:11]3[C:16](O)=[C:15]([CH3:18])[C:14]([CH3:19])=[N:13][C:12]=23)=[CH:4][CH:3]=1.C(N(C(C)C)CC)(C)C.O=P(Cl)(Cl)[Cl:38].C(=O)(O)[O-].[Na+]. Product: [Cl:38][C:16]1[N:11]2[N:10]=[C:9]([C:20]3[CH:25]=[CH:24][CH:23]=[CH:22][C:21]=3[Cl:26])[C:8]([C:5]3[CH:6]=[CH:7][C:2]([Cl:1])=[CH:3][CH:4]=3)=[C:12]2[N:13]=[C:14]([CH3:19])[C:15]=1[CH3:18]. The catalyst class is: 133. (2) Reactant: Br[CH2:2][C:3]1[CH:8]=[C:7]([C:9]([F:12])([F:11])[F:10])[CH:6]=[C:5]([Cl:13])[CH:4]=1.[OH:14][CH2:15][C:16]1([C:29]2[CH:34]=[CH:33][CH:32]=[CH:31][CH:30]=2)[CH2:21][CH2:20][N:19]([C:22]([O:24][C:25]([CH3:28])([CH3:27])[CH3:26])=[O:23])[CH2:18][CH2:17]1.[H-].[Na+]. Product: [Cl:13][C:5]1[CH:4]=[C:3]([CH:8]=[C:7]([C:9]([F:12])([F:11])[F:10])[CH:6]=1)[CH2:2][O:14][CH2:15][C:16]1([C:29]2[CH:30]=[CH:31][CH:32]=[CH:33][CH:34]=2)[CH2:21][CH2:20][N:19]([C:22]([O:24][C:25]([CH3:27])([CH3:28])[CH3:26])=[O:23])[CH2:18][CH2:17]1. The catalyst class is: 35. (3) Reactant: C(=O)([O-])[O-].[K+].[K+].[OH:7][C:8]1[CH:16]=[CH:15][C:14]([O:17][CH3:18])=[CH:13][C:9]=1[C:10]([OH:12])=[O:11].Br[CH2:20][C:21]1[CH:26]=[CH:25][CH:24]=[CH:23][CH:22]=1. Product: [CH3:18][O:17][C:14]1[CH:15]=[CH:16][C:8]([O:7][CH2:10][C:9]2[CH:13]=[CH:14][CH:15]=[CH:16][CH:8]=2)=[C:9]([CH:13]=1)[C:10]([O:12][CH2:20][C:21]1[CH:26]=[CH:25][CH:24]=[CH:23][CH:22]=1)=[O:11]. The catalyst class is: 21. (4) Reactant: C(N(CC)CC)C.[Cl:8][C:9]1[CH:10]=[C:11]([C:16]2[N:20]([C:21]3[CH:26]=[CH:25][C:24]([O:27][CH3:28])=[CH:23][CH:22]=3)[N:19]=[C:18]([CH2:29][OH:30])[CH:17]=2)[CH:12]=[CH:13][C:14]=1[Cl:15].[CH3:31][S:32](Cl)(=[O:34])=[O:33]. Product: [Cl:8][C:9]1[CH:10]=[C:11]([C:16]2[N:20]([C:21]3[CH:22]=[CH:23][C:24]([O:27][CH3:28])=[CH:25][CH:26]=3)[N:19]=[C:18]([CH2:29][O:30][S:32]([CH3:31])(=[O:34])=[O:33])[CH:17]=2)[CH:12]=[CH:13][C:14]=1[Cl:15]. The catalyst class is: 182. (5) Reactant: [NH2:1][C:2]1[N:3]=[CH:4][C:5]2[CH:6]=[CH:7][CH:8]=[C:9]([C:12]([O:14][CH3:15])=[O:13])[C:10]=2[CH:11]=1.[C:16](O[C:16]([O:18][C:19]([CH3:22])([CH3:21])[CH3:20])=[O:17])([O:18][C:19]([CH3:22])([CH3:21])[CH3:20])=[O:17]. Product: [C:19]([O:18][C:16]([NH:1][C:2]1[N:3]=[CH:4][C:5]2[CH:6]=[CH:7][CH:8]=[C:9]([C:12]([O:14][CH3:15])=[O:13])[C:10]=2[CH:11]=1)=[O:17])([CH3:22])([CH3:21])[CH3:20]. The catalyst class is: 79. (6) The catalyst class is: 51. Product: [CH3:1][O:2][C:3]1[CH:4]=[C:5]([CH:10]=[CH:11][C:12]=1[O:13][CH3:14])[O:6][CH2:7][C:8]1[NH:9][C:17]([C@@H:19]2[CH2:23][CH2:22][CH2:21][N:20]2[C:24]([O:26][C:27]([CH3:30])([CH3:29])[CH3:28])=[O:25])=[N:15][N:16]=1. Reactant: [CH3:1][O:2][C:3]1[CH:4]=[C:5]([CH:10]=[CH:11][C:12]=1[O:13][CH3:14])[O:6][CH2:7][C:8]#[N:9].[NH:15]([C:17]([C@@H:19]1[CH2:23][CH2:22][CH2:21][N:20]1[C:24]([O:26][C:27]([CH3:30])([CH3:29])[CH3:28])=[O:25])=O)[NH2:16].C([O-])([O-])=O.[K+].[K+]. (7) Reactant: Br[C:2]1[CH:3]=[C:4]([CH:25]=[CH:26][N:27]=1)[C:5]([NH:7][C:8]1[S:9][C:10]2[C:16]([CH:17]3[CH2:22][O:21][CH2:20][CH2:19][O:18]3)=[CH:15][CH:14]=[C:13]([O:23][CH3:24])[C:11]=2[N:12]=1)=[O:6].C(=O)([O-])[O-].[Cs+].[Cs+].[NH:34]1[CH2:37][CH2:36][CH2:35]1. Product: [N:34]1([C:2]2[CH:3]=[C:4]([CH:25]=[CH:26][N:27]=2)[C:5]([NH:7][C:8]2[S:9][C:10]3[C:16]([CH:17]4[CH2:22][O:21][CH2:20][CH2:19][O:18]4)=[CH:15][CH:14]=[C:13]([O:23][CH3:24])[C:11]=3[N:12]=2)=[O:6])[CH2:37][CH2:36][CH2:35]1. The catalyst class is: 22. (8) Reactant: Cl[C:2]1[CH:7]=[CH:6][N:5]=[C:4]2[C:8]([C:11](=[O:29])[C:12]([N:14]3[CH2:19][CH2:18][C:17](=[C:20]([C:23]4[CH:28]=[CH:27][CH:26]=[CH:25][CH:24]=4)[C:21]#[N:22])[CH2:16][CH2:15]3)=[O:13])=[CH:9][NH:10][C:3]=12.C([Sn](CCCC)(CCCC)[C:35]1[CH:40]=[N:39][CH:38]=[CH:37][N:36]=1)CCC.O1CCOCC1. Product: [O:29]=[C:11]([C:8]1[C:4]2=[N:5][CH:6]=[CH:7][C:2]([C:35]3[CH:40]=[N:39][CH:38]=[CH:37][N:36]=3)=[C:3]2[NH:10][CH:9]=1)[C:12]([N:14]1[CH2:19][CH2:18][C:17](=[C:20]([C:23]2[CH:28]=[CH:27][CH:26]=[CH:25][CH:24]=2)[C:21]#[N:22])[CH2:16][CH2:15]1)=[O:13]. The catalyst class is: 694. (9) Reactant: [Br:1][C:2]1[CH:3]=[C:4]2[C:10]([CH2:11]O)=[CH:9][N:8]([S:13]([C:16]3[CH:22]=[CH:21][C:19]([CH3:20])=[CH:18][CH:17]=3)(=[O:15])=[O:14])[C:5]2=[N:6][CH:7]=1.S(Cl)([Cl:25])=O. Product: [Br:1][C:2]1[CH:3]=[C:4]2[C:10]([CH2:11][Cl:25])=[CH:9][N:8]([S:13]([C:16]3[CH:22]=[CH:21][C:19]([CH3:20])=[CH:18][CH:17]=3)(=[O:15])=[O:14])[C:5]2=[N:6][CH:7]=1. The catalyst class is: 4. (10) Reactant: [F:1][C:2]1[CH:3]=[C:4]2[C:8](=[CH:9][CH:10]=1)[N:7]([CH2:11][C:12]([O:14]C)=[O:13])[C:6]([CH3:16])=[C:5]2[C:17]1[N:18]=[N:19][C:20]([OH:23])=[CH:21][CH:22]=1.[Cl:24][C:25]1[CH:32]=[CH:31][C:28]([CH2:29]Br)=[CH:27][C:26]=1[F:33].C(=O)([O-])[O-].[K+].[K+].[Li+].[OH-]. Product: [Cl:24][C:25]1[CH:32]=[CH:31][C:28]([CH2:29][N:19]2[C:20](=[O:23])[CH:21]=[CH:22][C:17]([C:5]3[C:4]4[C:8](=[CH:9][CH:10]=[C:2]([F:1])[CH:3]=4)[N:7]([CH2:11][C:12]([OH:14])=[O:13])[C:6]=3[CH3:16])=[N:18]2)=[CH:27][C:26]=1[F:33]. The catalyst class is: 30.